This data is from NCI-60 drug combinations with 297,098 pairs across 59 cell lines. The task is: Regression. Given two drug SMILES strings and cell line genomic features, predict the synergy score measuring deviation from expected non-interaction effect. Drug 1: CC1=C2C(C(=O)C3(C(CC4C(C3C(C(C2(C)C)(CC1OC(=O)C(C(C5=CC=CC=C5)NC(=O)OC(C)(C)C)O)O)OC(=O)C6=CC=CC=C6)(CO4)OC(=O)C)OC)C)OC. Drug 2: C1C(C(OC1N2C=NC3=C2NC=NCC3O)CO)O. Cell line: EKVX. Synergy scores: CSS=37.7, Synergy_ZIP=-8.06, Synergy_Bliss=-6.72, Synergy_Loewe=-13.4, Synergy_HSA=-4.98.